From a dataset of Catalyst prediction with 721,799 reactions and 888 catalyst types from USPTO. Predict which catalyst facilitates the given reaction. (1) Reactant: [CH3:1][C:2]1[CH:10]=[C:9]2[C:5]([CH:6]=[N:7][NH:8]2)=[CH:4][CH:3]=1.[H-].[Na+].Br[CH2:14][C@H:15]([CH3:18])[CH2:16][OH:17]. Product: [CH3:1][C:2]1[CH:10]=[C:9]2[C:5]([CH:6]=[N:7][N:8]2[CH2:14][C@@H:15]([CH3:18])[CH2:16][OH:17])=[CH:4][CH:3]=1. The catalyst class is: 3. (2) Reactant: [N:1]1[C:6]2[CH:7]=[N:8][CH:9]=[CH:10][C:5]=2[C:4](=[O:11])[NH:3][CH:2]=1.[O:12]1[C:14]2([CH2:19][CH2:18][N:17]([C:20]([O:22][C:23]([CH3:26])([CH3:25])[CH3:24])=[O:21])[CH2:16][CH2:15]2)[CH2:13]1.C(=O)([O-])[O-].[Cs+].[Cs+]. Product: [OH:12][C:14]1([CH2:13][N:3]2[C:4](=[O:11])[C:5]3[CH:10]=[CH:9][N:8]=[CH:7][C:6]=3[N:1]=[CH:2]2)[CH2:15][CH2:16][N:17]([C:20]([O:22][C:23]([CH3:26])([CH3:25])[CH3:24])=[O:21])[CH2:18][CH2:19]1. The catalyst class is: 39. (3) Reactant: C(N(CC)CC)C.Br[C:9]1[CH:10]=[N:11][CH:12]=[CH:13][CH:14]=1.[CH2:15]([O:18][CH2:19][CH2:20][NH:21][C:22](=[O:28])[O:23][C:24]([CH3:27])([CH3:26])[CH3:25])[C:16]#[CH:17]. Product: [N:11]1[CH:12]=[CH:13][CH:14]=[C:9]([C:17]#[C:16][CH2:15][O:18][CH2:19][CH2:20][NH:21][C:22](=[O:28])[O:23][C:24]([CH3:26])([CH3:25])[CH3:27])[CH:10]=1. The catalyst class is: 538. (4) Reactant: [C:1]([C:3]1[S:4][C:5]2[CH:11]=[C:10]([C:12]([O:14][CH2:15][CH3:16])=[O:13])[CH:9]=[CH:8][C:6]=2[N:7]=1)#[CH:2].[Br:17][C:18]1[CH:19]=[C:20]([CH:25]=[C:26]([Br:29])[C:27]=1[Br:28])[CH2:21][N:22]=[N+:23]=[N-:24]. Product: [Br:17][C:18]1[CH:19]=[C:20]([CH:25]=[C:26]([Br:29])[C:27]=1[Br:28])[CH2:21][N:22]1[CH:2]=[C:1]([C:3]2[S:4][C:5]3[CH:11]=[C:10]([C:12]([O:14][CH2:15][CH3:16])=[O:13])[CH:9]=[CH:8][C:6]=3[N:7]=2)[N:24]=[N:23]1. The catalyst class is: 11. (5) Product: [C:44]1([CH2:43][CH2:42][C:41]([N:15]([C:12]2[CH:11]=[CH:10][C:9]([O:8][CH2:7][CH2:6][N:1]3[CH2:2][CH2:3][CH2:4][CH2:5]3)=[CH:14][CH:13]=2)[CH:16]([C:21]2[CH:22]=[CH:23][C:24]([O:27][CH:28]3[CH2:33][CH2:32][CH2:31][CH2:30][O:29]3)=[CH:25][CH:26]=2)[CH2:17][CH2:18][CH2:19][CH3:20])=[O:50])[CH:49]=[CH:48][CH:47]=[CH:46][CH:45]=1. The catalyst class is: 2. Reactant: [N:1]1([CH2:6][CH2:7][O:8][C:9]2[CH:14]=[CH:13][C:12]([NH:15][CH:16]([C:21]3[CH:26]=[CH:25][C:24]([O:27][CH:28]4[CH2:33][CH2:32][CH2:31][CH2:30][O:29]4)=[CH:23][CH:22]=3)[CH2:17][CH2:18][CH2:19][CH3:20])=[CH:11][CH:10]=2)[CH2:5][CH2:4][CH2:3][CH2:2]1.C(N(CC)CC)C.[C:41](Cl)(=[O:50])[CH2:42][CH2:43][C:44]1[CH:49]=[CH:48][CH:47]=[CH:46][CH:45]=1.C(=O)(O)[O-].[Na+]. (6) Reactant: [S:1]1[C:10]2[C:9](=O)[CH2:8][CH2:7][C:6](=[O:12])[NH:5][C:4]=2[CH:3]=[CH:2]1.[C:13]([O:17][C:18]([CH:20]=P(C1C=CC=CC=1)(C1C=CC=CC=1)C1C=CC=CC=1)=[O:19])([CH3:16])([CH3:15])[CH3:14]. Product: [C:13]([O:17][C:18](=[O:19])[CH2:20][C:9]1[C:10]2[S:1][CH:2]=[CH:3][C:4]=2[NH:5][C:6](=[O:12])[CH2:7][CH:8]=1)([CH3:16])([CH3:15])[CH3:14]. The catalyst class is: 11. (7) Reactant: [C:1]1(=[O:6])[O:5][CH2:4][CH2:3][CH2:2]1.[C:7]1([Mg]Br)[CH:12]=[CH:11][CH:10]=[CH:9][CH:8]=1. Product: [C:7]1([C:1]([C:7]2[CH:12]=[CH:11][CH:10]=[CH:9][CH:8]=2)([OH:6])[CH2:2][CH2:3][CH2:4][OH:5])[CH:12]=[CH:11][CH:10]=[CH:9][CH:8]=1. The catalyst class is: 56.